From a dataset of Reaction yield outcomes from USPTO patents with 853,638 reactions. Predict the reaction yield, written as a fraction of the theoretical maximum amount of product (1.0 means a 100% yield; for example, 0.34 means a 34% yield). (1) The reactants are Cl[C:2]1[CH:7]=[N:6][NH:5][C:4](=[O:8])[CH:3]=1.[CH:9]([C:11]1[CH:12]=[C:13](B(O)O)[CH:14]=[CH:15][CH:16]=1)=[O:10].C([O-])([O-])=O.[K+].[K+]. The catalyst is O.CN(C=O)C. The product is [OH:8][C:4]1[N:5]=[N:6][CH:7]=[C:2]([C:15]2[CH:16]=[C:11]([CH:12]=[CH:13][CH:14]=2)[CH:9]=[O:10])[CH:3]=1. The yield is 0.240. (2) The reactants are [CH3:1][CH:2]1[CH2:6][CH2:5][CH2:4][N:3]1[CH2:7][CH2:8][CH2:9][O:10][C:11]1[CH:16]=[CH:15][C:14](B2OC(C)(C)C(C)(C)O2)=[CH:13][CH:12]=1.Cl[C:27]1[S:28][C:29]2[C:35](=[O:36])[CH2:34][CH2:33][CH2:32][C:30]=2[N:31]=1.C([O-])(=O)C.[K+].O. The yield is 0.370. The catalyst is CN(C)C=O.[Pd].C1(P(C2C=CC=CC=2)C2C=CC=CC=2)C=CC=CC=1.C1(P(C2C=CC=CC=2)C2C=CC=CC=2)C=CC=CC=1.C1(P(C2C=CC=CC=2)C2C=CC=CC=2)C=CC=CC=1.C1(P(C2C=CC=CC=2)C2C=CC=CC=2)C=CC=CC=1. The product is [CH3:1][CH:2]1[CH2:6][CH2:5][CH2:4][N:3]1[CH2:7][CH2:8][CH2:9][O:10][C:11]1[CH:12]=[CH:13][C:14]([C:27]2[S:28][C:29]3[C:35](=[O:36])[CH2:34][CH2:33][CH2:32][C:30]=3[N:31]=2)=[CH:15][CH:16]=1. (3) The yield is 0.620. The catalyst is ClC(Cl)C.O. The product is [F:1][C:2]1[CH:3]=[CH:4][C:5]([O:9][C:10]2[CH:15]=[CH:14][CH:13]=[CH:12][CH:11]=2)=[C:6]([NH:8][CH2:23][C:22]2[CH:25]=[C:18]([O:17][CH3:16])[CH:19]=[CH:20][C:21]=2[O:26][CH2:27][CH2:28][O:29][S:30]([CH3:33])(=[O:31])=[O:32])[CH:7]=1. The reactants are [F:1][C:2]1[CH:3]=[CH:4][C:5]([O:9][C:10]2[CH:15]=[CH:14][CH:13]=[CH:12][CH:11]=2)=[C:6]([NH2:8])[CH:7]=1.[CH3:16][O:17][C:18]1[CH:19]=[CH:20][C:21]([O:26][CH2:27][CH2:28][O:29][S:30]([CH3:33])(=[O:32])=[O:31])=[C:22]([CH:25]=1)[CH:23]=O. (4) The product is [CH3:1][NH:2][C:3]1[C:12]2[C:7](=[CH:8][C:9]([C:13]([OH:15])=[O:14])=[CH:10][CH:11]=2)[CH:6]=[CH:5][N:4]=1. The yield is 0.720. The catalyst is C(O)C. The reactants are [CH3:1][NH:2][C:3]1[C:12]2[C:7](=[CH:8][C:9]([C:13]([O:15]CC)=[O:14])=[CH:10][CH:11]=2)[CH:6]=[CH:5][N:4]=1.[OH-].[K+].